This data is from NCI-60 drug combinations with 297,098 pairs across 59 cell lines. The task is: Regression. Given two drug SMILES strings and cell line genomic features, predict the synergy score measuring deviation from expected non-interaction effect. Drug 1: CC1OCC2C(O1)C(C(C(O2)OC3C4COC(=O)C4C(C5=CC6=C(C=C35)OCO6)C7=CC(=C(C(=C7)OC)O)OC)O)O. Drug 2: C1=C(C(=O)NC(=O)N1)F. Cell line: NCI-H322M. Synergy scores: CSS=35.3, Synergy_ZIP=-0.131, Synergy_Bliss=1.79, Synergy_Loewe=2.92, Synergy_HSA=4.19.